This data is from NCI-60 drug combinations with 297,098 pairs across 59 cell lines. The task is: Regression. Given two drug SMILES strings and cell line genomic features, predict the synergy score measuring deviation from expected non-interaction effect. (1) Drug 1: COC1=C(C=C2C(=C1)N=CN=C2NC3=CC(=C(C=C3)F)Cl)OCCCN4CCOCC4. Drug 2: C1=C(C(=O)NC(=O)N1)F. Cell line: EKVX. Synergy scores: CSS=49.3, Synergy_ZIP=5.62, Synergy_Bliss=4.48, Synergy_Loewe=11.6, Synergy_HSA=12.7. (2) Drug 1: C1CC(=O)NC(=O)C1N2CC3=C(C2=O)C=CC=C3N. Drug 2: CC(CN1CC(=O)NC(=O)C1)N2CC(=O)NC(=O)C2. Cell line: NCI-H226. Synergy scores: CSS=12.6, Synergy_ZIP=-0.331, Synergy_Bliss=5.01, Synergy_Loewe=1.93, Synergy_HSA=6.03. (3) Drug 1: CN1C(=O)N2C=NC(=C2N=N1)C(=O)N. Drug 2: CC12CCC3C(C1CCC2O)C(CC4=C3C=CC(=C4)O)CCCCCCCCCS(=O)CCCC(C(F)(F)F)(F)F. Cell line: SNB-19. Synergy scores: CSS=-1.44, Synergy_ZIP=1.22, Synergy_Bliss=0.339, Synergy_Loewe=-1.81, Synergy_HSA=-1.97. (4) Drug 1: CCC(=C(C1=CC=CC=C1)C2=CC=C(C=C2)OCCN(C)C)C3=CC=CC=C3.C(C(=O)O)C(CC(=O)O)(C(=O)O)O. Drug 2: C1CCC(C(C1)N)N.C(=O)(C(=O)[O-])[O-].[Pt+4]. Cell line: SF-295. Synergy scores: CSS=22.8, Synergy_ZIP=-6.74, Synergy_Bliss=-0.699, Synergy_Loewe=-22.6, Synergy_HSA=-4.31. (5) Drug 1: C1=NC(=NC(=O)N1C2C(C(C(O2)CO)O)O)N. Drug 2: CCN(CC)CCNC(=O)C1=C(NC(=C1C)C=C2C3=C(C=CC(=C3)F)NC2=O)C. Cell line: NCI-H226. Synergy scores: CSS=10.9, Synergy_ZIP=-3.65, Synergy_Bliss=0.743, Synergy_Loewe=-3.60, Synergy_HSA=-0.371. (6) Synergy scores: CSS=11.0, Synergy_ZIP=-8.18, Synergy_Bliss=-13.5, Synergy_Loewe=-11.2, Synergy_HSA=-11.1. Cell line: OVCAR3. Drug 1: CC1=C2C(C(=O)C3(C(CC4C(C3C(C(C2(C)C)(CC1OC(=O)C(C(C5=CC=CC=C5)NC(=O)C6=CC=CC=C6)O)O)OC(=O)C7=CC=CC=C7)(CO4)OC(=O)C)O)C)OC(=O)C. Drug 2: CCCCC(=O)OCC(=O)C1(CC(C2=C(C1)C(=C3C(=C2O)C(=O)C4=C(C3=O)C=CC=C4OC)O)OC5CC(C(C(O5)C)O)NC(=O)C(F)(F)F)O. (7) Drug 1: CC1=C(C=C(C=C1)NC2=NC=CC(=N2)N(C)C3=CC4=NN(C(=C4C=C3)C)C)S(=O)(=O)N.Cl. Drug 2: CCCCCOC(=O)NC1=NC(=O)N(C=C1F)C2C(C(C(O2)C)O)O. Cell line: OVCAR-4. Synergy scores: CSS=2.22, Synergy_ZIP=-1.33, Synergy_Bliss=-0.460, Synergy_Loewe=-0.738, Synergy_HSA=-0.581.